From a dataset of Full USPTO retrosynthesis dataset with 1.9M reactions from patents (1976-2016). Predict the reactants needed to synthesize the given product. (1) Given the product [Cl:1][C:2]1[CH:17]=[CH:16][C:5]2[NH:6][C:7]3[S:8][C:9]([CH3:15])=[CH:10][C:11]=3[C:12]([S:14][CH3:18])=[N:13][C:4]=2[CH:3]=1, predict the reactants needed to synthesize it. The reactants are: [Cl:1][C:2]1[CH:17]=[CH:16][C:5]2[NH:6][C:7]3[S:8][C:9]([CH3:15])=[CH:10][C:11]=3[C:12](=[S:14])[NH:13][C:4]=2[CH:3]=1.[CH3:18]N(C=O)C.C(=O)([O-])[O-].[K+].[K+].IC. (2) Given the product [NH2:20][C:13]1[CH:14]=[CH:15][C:16]([O:17][CH2:18][CH3:19])=[CH:11][N:12]=1, predict the reactants needed to synthesize it. The reactants are: NC1C=CC(OC)=CN=1.Br[C:11]1[C:16]([O:17][CH2:18][CH3:19])=[CH:15][CH:14]=[C:13]([N+:20]([O-])=O)[N:12]=1.